From a dataset of NCI-60 drug combinations with 297,098 pairs across 59 cell lines. Regression. Given two drug SMILES strings and cell line genomic features, predict the synergy score measuring deviation from expected non-interaction effect. (1) Drug 1: CCC1=CC2CC(C3=C(CN(C2)C1)C4=CC=CC=C4N3)(C5=C(C=C6C(=C5)C78CCN9C7C(C=CC9)(C(C(C8N6C)(C(=O)OC)O)OC(=O)C)CC)OC)C(=O)OC.C(C(C(=O)O)O)(C(=O)O)O. Drug 2: C#CCC(CC1=CN=C2C(=N1)C(=NC(=N2)N)N)C3=CC=C(C=C3)C(=O)NC(CCC(=O)O)C(=O)O. Cell line: IGROV1. Synergy scores: CSS=34.7, Synergy_ZIP=-9.78, Synergy_Bliss=-1.88, Synergy_Loewe=-1.33, Synergy_HSA=-1.83. (2) Drug 1: CC1=CC2C(CCC3(C2CCC3(C(=O)C)OC(=O)C)C)C4(C1=CC(=O)CC4)C. Drug 2: CCC1(CC2CC(C3=C(CCN(C2)C1)C4=CC=CC=C4N3)(C5=C(C=C6C(=C5)C78CCN9C7C(C=CC9)(C(C(C8N6C=O)(C(=O)OC)O)OC(=O)C)CC)OC)C(=O)OC)O.OS(=O)(=O)O. Cell line: PC-3. Synergy scores: CSS=38.9, Synergy_ZIP=12.5, Synergy_Bliss=15.0, Synergy_Loewe=-5.58, Synergy_HSA=9.02. (3) Drug 1: CC1=C2C(C(=O)C3(C(CC4C(C3C(C(C2(C)C)(CC1OC(=O)C(C(C5=CC=CC=C5)NC(=O)OC(C)(C)C)O)O)OC(=O)C6=CC=CC=C6)(CO4)OC(=O)C)O)C)O. Drug 2: C1C(C(OC1N2C=NC(=NC2=O)N)CO)O. Cell line: BT-549. Synergy scores: CSS=19.6, Synergy_ZIP=-1.18, Synergy_Bliss=4.58, Synergy_Loewe=5.95, Synergy_HSA=6.08. (4) Drug 1: C1CN1P(=S)(N2CC2)N3CC3. Drug 2: CC1C(C(CC(O1)OC2CC(CC3=C2C(=C4C(=C3O)C(=O)C5=CC=CC=C5C4=O)O)(C(=O)C)O)N)O. Cell line: HOP-62. Synergy scores: CSS=56.9, Synergy_ZIP=4.05, Synergy_Bliss=5.64, Synergy_Loewe=-8.33, Synergy_HSA=7.84. (5) Drug 2: CC1=C2C(C(=O)C3(C(CC4C(C3C(C(C2(C)C)(CC1OC(=O)C(C(C5=CC=CC=C5)NC(=O)OC(C)(C)C)O)O)OC(=O)C6=CC=CC=C6)(CO4)OC(=O)C)O)C)O. Synergy scores: CSS=59.3, Synergy_ZIP=6.29, Synergy_Bliss=6.28, Synergy_Loewe=2.95, Synergy_HSA=8.04. Drug 1: CC(C1=C(C=CC(=C1Cl)F)Cl)OC2=C(N=CC(=C2)C3=CN(N=C3)C4CCNCC4)N. Cell line: A549. (6) Drug 1: C1=NC2=C(N=C(N=C2N1C3C(C(C(O3)CO)O)F)Cl)N. Cell line: M14. Synergy scores: CSS=10.1, Synergy_ZIP=-0.889, Synergy_Bliss=-1.72, Synergy_Loewe=-4.77, Synergy_HSA=-4.55. Drug 2: CCCCC(=O)OCC(=O)C1(CC(C2=C(C1)C(=C3C(=C2O)C(=O)C4=C(C3=O)C=CC=C4OC)O)OC5CC(C(C(O5)C)O)NC(=O)C(F)(F)F)O. (7) Drug 1: C1=CC(=CC=C1CC(C(=O)O)N)N(CCCl)CCCl.Cl. Drug 2: C1CNP(=O)(OC1)N(CCCl)CCCl. Cell line: SNB-19. Synergy scores: CSS=17.0, Synergy_ZIP=-2.22, Synergy_Bliss=3.34, Synergy_Loewe=-5.87, Synergy_HSA=-0.346. (8) Drug 1: C1=C(C(=O)NC(=O)N1)F. Drug 2: CCN(CC)CCCC(C)NC1=C2C=C(C=CC2=NC3=C1C=CC(=C3)Cl)OC. Cell line: SK-MEL-5. Synergy scores: CSS=31.8, Synergy_ZIP=-9.27, Synergy_Bliss=-19.1, Synergy_Loewe=-19.5, Synergy_HSA=-16.8. (9) Drug 1: C1=CC(=CC=C1C#N)C(C2=CC=C(C=C2)C#N)N3C=NC=N3. Cell line: ACHN. Drug 2: CC12CCC3C(C1CCC2OP(=O)(O)O)CCC4=C3C=CC(=C4)OC(=O)N(CCCl)CCCl.[Na+]. Synergy scores: CSS=0.869, Synergy_ZIP=-0.408, Synergy_Bliss=-0.342, Synergy_Loewe=-2.05, Synergy_HSA=-1.05. (10) Synergy scores: CSS=57.4, Synergy_ZIP=11.5, Synergy_Bliss=10.9, Synergy_Loewe=11.5, Synergy_HSA=14.5. Drug 2: CCC(=C(C1=CC=CC=C1)C2=CC=C(C=C2)OCCN(C)C)C3=CC=CC=C3.C(C(=O)O)C(CC(=O)O)(C(=O)O)O. Cell line: CAKI-1. Drug 1: CC1=C2C(C(=O)C3(C(CC4C(C3C(C(C2(C)C)(CC1OC(=O)C(C(C5=CC=CC=C5)NC(=O)OC(C)(C)C)O)O)OC(=O)C6=CC=CC=C6)(CO4)OC(=O)C)OC)C)OC.